Dataset: Human liver microsome stability data. Task: Regression/Classification. Given a drug SMILES string, predict its absorption, distribution, metabolism, or excretion properties. Task type varies by dataset: regression for continuous measurements (e.g., permeability, clearance, half-life) or binary classification for categorical outcomes (e.g., BBB penetration, CYP inhibition). Dataset: hlm. (1) The molecule is O=C(N1CCCC1)n1cnc(S[C@@H]2C[C@H]3CC[C@@H]2C3)n1. The result is 0 (unstable in human liver microsomes). (2) The compound is O=C(O)[C@H]1CC[C@H](C(=O)N2CC[C@@]3(S(=O)(=O)c4ccccc4)c4ccc(C(F)(C(F)(F)F)C(F)(F)F)cc4CC[C@@H]23)CC1. The result is 0 (unstable in human liver microsomes). (3) The result is 0 (unstable in human liver microsomes). The molecule is COC(=O)N[C@H]1CC[C@H](n2nnc3cnc4[nH]ccc4c32)CC1. (4) The compound is COc1cc(Cl)c2c(O)c3ccc(Oc4ccc(OC(F)(F)F)cc4)cc3nc2c1. The result is 0 (unstable in human liver microsomes). (5) The molecule is CC(C)(C)c1ccc(C(=O)Nc2ccc(C(F)(F)F)nc2)cc1. The result is 0 (unstable in human liver microsomes). (6) The molecule is Clc1ccc(-c2[nH]nc(C3CCN(C4CCOC4)CC3)c2-c2ccncn2)cc1. The result is 0 (unstable in human liver microsomes).